Dataset: Peptide-MHC class II binding affinity with 134,281 pairs from IEDB. Task: Regression. Given a peptide amino acid sequence and an MHC pseudo amino acid sequence, predict their binding affinity value. This is MHC class II binding data. (1) The peptide sequence is AAAAPAAVGAAVGGT. The binding affinity (normalized) is 0.218. The MHC is HLA-DQA10101-DQB10501 with pseudo-sequence HLA-DQA10101-DQB10501. (2) The peptide sequence is YDKFLANVSTVMTGK. The MHC is DRB3_0202 with pseudo-sequence DRB3_0202. The binding affinity (normalized) is 0.863. (3) The peptide sequence is AFALVLLFCALASSC. The MHC is DRB1_0701 with pseudo-sequence DRB1_0701. The binding affinity (normalized) is 0.203. (4) The peptide sequence is GGSLRLSCAASGFTF. The MHC is DRB1_0401 with pseudo-sequence DRB1_0401. The binding affinity (normalized) is 0.928.